Dataset: NCI-60 drug combinations with 297,098 pairs across 59 cell lines. Task: Regression. Given two drug SMILES strings and cell line genomic features, predict the synergy score measuring deviation from expected non-interaction effect. (1) Drug 1: CCN(CC)CCNC(=O)C1=C(NC(=C1C)C=C2C3=C(C=CC(=C3)F)NC2=O)C. Drug 2: CCC1(CC2CC(C3=C(CCN(C2)C1)C4=CC=CC=C4N3)(C5=C(C=C6C(=C5)C78CCN9C7C(C=CC9)(C(C(C8N6C)(C(=O)OC)O)OC(=O)C)CC)OC)C(=O)OC)O.OS(=O)(=O)O. Cell line: MDA-MB-435. Synergy scores: CSS=16.9, Synergy_ZIP=-5.49, Synergy_Bliss=-3.56, Synergy_Loewe=-17.2, Synergy_HSA=-0.731. (2) Drug 1: C1CC(=O)NC(=O)C1N2CC3=C(C2=O)C=CC=C3N. Drug 2: N.N.Cl[Pt+2]Cl. Cell line: SR. Synergy scores: CSS=18.4, Synergy_ZIP=-0.328, Synergy_Bliss=-0.911, Synergy_Loewe=1.25, Synergy_HSA=2.29. (3) Drug 1: C(=O)(N)NO. Drug 2: COC1=C2C(=CC3=C1OC=C3)C=CC(=O)O2. Cell line: SF-268. Synergy scores: CSS=1.29, Synergy_ZIP=0.331, Synergy_Bliss=1.19, Synergy_Loewe=0.367, Synergy_HSA=-0.322. (4) Drug 1: C1CCC(CC1)NC(=O)N(CCCl)N=O. Drug 2: C1=C(C(=O)NC(=O)N1)F. Cell line: HOP-62. Synergy scores: CSS=37.5, Synergy_ZIP=-3.12, Synergy_Bliss=-2.21, Synergy_Loewe=-6.23, Synergy_HSA=-1.10. (5) Drug 1: C1C(C(OC1N2C=NC(=NC2=O)N)CO)O. Drug 2: CC12CCC3C(C1CCC2OP(=O)(O)O)CCC4=C3C=CC(=C4)OC(=O)N(CCCl)CCCl.[Na+]. Cell line: EKVX. Synergy scores: CSS=5.85, Synergy_ZIP=-3.96, Synergy_Bliss=-4.72, Synergy_Loewe=-2.98, Synergy_HSA=-3.00. (6) Drug 1: C1C(C(OC1N2C=C(C(=O)NC2=O)F)CO)O. Drug 2: C1CN1C2=NC(=NC(=N2)N3CC3)N4CC4. Cell line: CCRF-CEM. Synergy scores: CSS=71.5, Synergy_ZIP=0.0806, Synergy_Bliss=-0.111, Synergy_Loewe=-2.13, Synergy_HSA=2.32. (7) Drug 1: CC1C(C(CC(O1)OC2CC(OC(C2O)C)OC3=CC4=CC5=C(C(=O)C(C(C5)C(C(=O)C(C(C)O)O)OC)OC6CC(C(C(O6)C)O)OC7CC(C(C(O7)C)O)OC8CC(C(C(O8)C)O)(C)O)C(=C4C(=C3C)O)O)O)O. Drug 2: CCC1(C2=C(COC1=O)C(=O)N3CC4=CC5=C(C=CC(=C5CN(C)C)O)N=C4C3=C2)O.Cl. Cell line: RPMI-8226. Synergy scores: CSS=27.7, Synergy_ZIP=2.07, Synergy_Bliss=3.27, Synergy_Loewe=-4.11, Synergy_HSA=1.90. (8) Drug 1: C1=CN(C(=O)N=C1N)C2C(C(C(O2)CO)O)O.Cl. Drug 2: COC1=C2C(=CC3=C1OC=C3)C=CC(=O)O2. Cell line: NCI-H322M. Synergy scores: CSS=5.66, Synergy_ZIP=0.888, Synergy_Bliss=3.30, Synergy_Loewe=-8.04, Synergy_HSA=-1.85.